Dataset: Peptide-MHC class II binding affinity with 134,281 pairs from IEDB. Task: Regression. Given a peptide amino acid sequence and an MHC pseudo amino acid sequence, predict their binding affinity value. This is MHC class II binding data. (1) The peptide sequence is HDKKSMGDDHFWAVR. The MHC is HLA-DQA10401-DQB10402 with pseudo-sequence HLA-DQA10401-DQB10402. The binding affinity (normalized) is 0.0603. (2) The peptide sequence is GAYETYKFIPSLEAA. The MHC is HLA-DPA10103-DPB10301 with pseudo-sequence HLA-DPA10103-DPB10301. The binding affinity (normalized) is 0.747.